Task: Predict which catalyst facilitates the given reaction.. Dataset: Catalyst prediction with 721,799 reactions and 888 catalyst types from USPTO (1) Reactant: [C:1]1([C:3](=[CH:5][CH:6]=[CH:7][CH:8]=1)[OH:4])[OH:2].[H-].[Na+].Br[CH2:12][CH2:13][CH2:14][C:15]([O:17][CH2:18][CH3:19])=[O:16]. Product: [OH:2][C:1]1[CH:8]=[CH:7][CH:6]=[CH:5][C:3]=1[O:4][CH2:12][CH2:13][CH2:14][C:15]([O:17][CH2:18][CH3:19])=[O:16]. The catalyst class is: 3. (2) Reactant: ClCCl.[C:4]1([OH:14])[C:13]2[C:8](=[CH:9][CH:10]=[CH:11][CH:12]=2)[CH:7]=[CH:6][CH:5]=1.C(N(CC)CC)C.[C:22](Cl)(=[O:26])[C:23]([CH3:25])=[CH2:24]. Product: [C:22]([O:14][C:4]1[C:13]2[C:8](=[CH:9][CH:10]=[CH:11][CH:12]=2)[CH:7]=[CH:6][CH:5]=1)(=[O:26])[C:23]([CH3:25])=[CH2:24]. The catalyst class is: 6. (3) The catalyst class is: 9. Reactant: [F:1][C:2]1[CH:3]=[C:4]([CH:31]=[CH:32][C:33]=1[NH:34][C:35]([C:37]1([C:40](=[O:49])[NH:41][C:42]2[CH:47]=[CH:46][C:45]([F:48])=[CH:44][CH:43]=2)[CH2:39][CH2:38]1)=[O:36])[O:5][C:6]1[CH:11]=[CH:10][N:9]=[C:8]([N:12](C(OC2C=CC=CC=2)=O)[C:13](=O)[O:14]C2C=CC=CC=2)[CH:7]=1.[CH3:50][N:51]([CH3:57])[C@@H:52]1[CH2:56][CH2:55][NH:54][CH2:53]1. Product: [CH3:50][N:51]([CH3:57])[C@@H:52]1[CH2:56][CH2:55][N:54]([C:13]([NH:12][C:8]2[CH:7]=[C:6]([O:5][C:4]3[CH:31]=[CH:32][C:33]([NH:34][C:35]([C:37]4([C:40]([NH:41][C:42]5[CH:43]=[CH:44][C:45]([F:48])=[CH:46][CH:47]=5)=[O:49])[CH2:39][CH2:38]4)=[O:36])=[C:2]([F:1])[CH:3]=3)[CH:11]=[CH:10][N:9]=2)=[O:14])[CH2:53]1. (4) Reactant: C(OC([N:8]1[C@H:13]([C:14](=[O:22])[NH:15][CH2:16][C@H:17]2[CH2:19][C:18]2([Cl:21])[Cl:20])[CH2:12][C@@H:11]2[C@H:9]1[CH2:10]2)=O)(C)(C)C. Product: [ClH:20].[Cl:21][C:18]1([Cl:20])[CH2:19][C@@H:17]1[CH2:16][NH:15][C:14]([C@@H:13]1[CH2:12][C@@H:11]2[C@@H:9]([CH2:10]2)[NH:8]1)=[O:22]. The catalyst class is: 393. (5) Reactant: [Cl:1][C:2]1[CH:3]=[C:4]([N:10]2[C:14]([CH3:15])=[C:13]([O:16][C:17]3[CH:25]=[CH:24][C:20]([C:21]([OH:23])=O)=[CH:19][CH:18]=3)[C:12]([CH3:26])=[N:11]2)[CH:5]=[CH:6][C:7]=1[C:8]#[N:9].O[N:28]1[C:32]2C=CC=CC=2N=N1.CN.Cl.CN(C)CCCN=C=NCC.Cl. Product: [Cl:1][C:2]1[CH:3]=[C:4]([N:10]2[C:14]([CH3:15])=[C:13]([O:16][C:17]3[CH:25]=[CH:24][C:20]([C:21]([NH:28][CH3:32])=[O:23])=[CH:19][CH:18]=3)[C:12]([CH3:26])=[N:11]2)[CH:5]=[CH:6][C:7]=1[C:8]#[N:9]. The catalyst class is: 3. (6) Reactant: [F:1][C:2]1[CH:3]=[CH:4][C:5]2[N:9]=[C:8]([C:10]3[CH:14]=[C:13]([CH3:15])[O:12][N:11]=3)[N:7]([C:16]3[C:24]4[O:23][CH2:22][C@@H:21]([NH:25][C:26]5[CH:38]=[CH:37][C:29]6[C@H:30]([CH2:33][C:34]([OH:36])=[O:35])[CH2:31][O:32][C:28]=6[CH:27]=5)[C:20]=4[CH:19]=[CH:18][CH:17]=3)[C:6]=2[CH:39]=1.[OH-].[Na+:41].C(#N)C. Product: [F:1][C:2]1[CH:3]=[CH:4][C:5]2[N:9]=[C:8]([C:10]3[CH:14]=[C:13]([CH3:15])[O:12][N:11]=3)[N:7]([C:16]3[C:24]4[O:23][CH2:22][C@@H:21]([NH:25][C:26]5[CH:38]=[CH:37][C:29]6[C@H:30]([CH2:33][C:34]([O-:36])=[O:35])[CH2:31][O:32][C:28]=6[CH:27]=5)[C:20]=4[CH:19]=[CH:18][CH:17]=3)[C:6]=2[CH:39]=1.[Na+:41]. The catalyst class is: 6. (7) Reactant: [NH2:1][C:2]1[S:3][C:4]2[C:9]([N:10]=1)=[CH:8][CH:7]=[C:6]([C:11]1[CH:12]=[C:13]([CH:19]=[CH:20][CH:21]=1)[C:14]([O:16]CC)=[O:15])[N:5]=2.C1COCC1.O.[OH-].[Li+].Cl. Product: [NH2:1][C:2]1[S:3][C:4]2[C:9]([N:10]=1)=[CH:8][CH:7]=[C:6]([C:11]1[CH:12]=[C:13]([CH:19]=[CH:20][CH:21]=1)[C:14]([OH:16])=[O:15])[N:5]=2. The catalyst class is: 72.